From a dataset of Full USPTO retrosynthesis dataset with 1.9M reactions from patents (1976-2016). Predict the reactants needed to synthesize the given product. (1) Given the product [F:29][C:28]([F:30])([F:31])[C:26]1[CH:25]=[C:5]([CH:4]=[C:3]([C:2]([F:32])([F:1])[F:33])[CH:27]=1)[CH2:6][N:7]([CH3:24])[C:8](=[O:23])[C:9]1[C:14]([C:15]2[CH:16]=[CH:17][C:18]([F:34])=[CH:19][CH:20]=2)=[CH:13][C:12]([I:22])=[N:11][CH:10]=1, predict the reactants needed to synthesize it. The reactants are: [F:1][C:2]([F:33])([F:32])[C:3]1[CH:4]=[C:5]([CH:25]=[C:26]([C:28]([F:31])([F:30])[F:29])[CH:27]=1)[CH2:6][N:7]([CH3:24])[C:8](=[O:23])[C:9]1[C:14]([C:15]2[CH:20]=[CH:19][CH:18]=[CH:17][C:16]=2C)=[CH:13][C:12]([I:22])=[N:11][CH:10]=1.[F:34]C(F)(F)C1C=C(C=C(C(F)(F)F)C=1)CN(C)C(=O)C1C(C2C=CC(F)=CC=2)=CC(Cl)=NC=1. (2) The reactants are: O=P(Cl)(Cl)Cl.[CH3:6][O:7][C:8]1[CH:9]=[C:10]2[C:14](=[CH:15][CH:16]=1)[N:13]([CH2:17][CH2:18][N:19]1[CH2:24][CH2:23][N:22]([CH3:25])[CH2:21][CH2:20]1)[C:12]([C:26]#[N:27])=[CH:11]2.[C:28]([O-])([O-])=[O:29].[Na+].[Na+]. Given the product [CH:28]([C:11]1[C:10]2[C:14](=[CH:15][CH:16]=[C:8]([O:7][CH3:6])[CH:9]=2)[N:13]([CH2:17][CH2:18][N:19]2[CH2:24][CH2:23][N:22]([CH3:25])[CH2:21][CH2:20]2)[C:12]=1[C:26]#[N:27])=[O:29], predict the reactants needed to synthesize it. (3) Given the product [C:4]([C:3]1[CH:12]=[C:13]([Cl:16])[CH:14]=[CH:15][C:2]=1[NH:1][C:25](=[O:26])[CH2:24][Br:23])(=[O:5])[C:6]1[CH:7]=[CH:8][CH:9]=[CH:10][CH:11]=1, predict the reactants needed to synthesize it. The reactants are: [NH2:1][C:2]1[CH:15]=[CH:14][C:13]([Cl:16])=[CH:12][C:3]=1[C:4]([C:6]1[CH:11]=[CH:10][CH:9]=[CH:8][CH:7]=1)=[O:5].C(=O)([O-])[O-].[K+].[K+].[Br:23][CH2:24][C:25](Br)=[O:26]. (4) Given the product [CH3:18][S:19]([C:22]1[CH:23]=[C:24]2[C:28](=[CH:29][CH:30]=1)[N:27]([NH:31][C:15]([C:11]1[C:12]([CH3:14])=[N:13][C:8]([C:4]3[CH:5]=[CH:6][CH:7]=[C:2]([F:1])[CH:3]=3)=[N:9][CH:10]=1)=[O:17])[CH:26]=[C:25]2[CH3:32])(=[O:21])=[O:20], predict the reactants needed to synthesize it. The reactants are: [F:1][C:2]1[CH:3]=[C:4]([C:8]2[N:13]=[C:12]([CH3:14])[C:11]([C:15]([OH:17])=O)=[CH:10][N:9]=2)[CH:5]=[CH:6][CH:7]=1.[CH3:18][S:19]([C:22]1[CH:23]=[C:24]2[C:28](=[CH:29][CH:30]=1)[N:27]([NH2:31])[CH:26]=[C:25]2[CH3:32])(=[O:21])=[O:20].C[N+]1(C2N=C(OC)N=C(OC)N=2)CCOCC1.[Cl-]. (5) Given the product [C:2]([C:6]1[N:11]=[CH:10][C:9]([C:12]2[N:13]([C:33]([N:35]3[CH2:40][CH2:39][N:38]([CH2:41][C:42]([N:51]([CH:48]([CH3:50])[CH3:49])[CH3:52])=[O:43])[CH2:37][CH2:36]3)=[O:34])[C@@:14]([C:26]3[CH:27]=[CH:28][C:29]([Cl:32])=[CH:30][CH:31]=3)([CH3:25])[C@@:15]([C:18]3[CH:23]=[CH:22][C:21]([Cl:24])=[CH:20][CH:19]=3)([CH3:17])[N:16]=2)=[C:8]([O:45][CH2:46][CH3:47])[CH:7]=1)([CH3:4])([CH3:3])[CH3:5], predict the reactants needed to synthesize it. The reactants are: Cl.[C:2]([C:6]1[N:11]=[CH:10][C:9]([C:12]2[N:13]([C:33]([N:35]3[CH2:40][CH2:39][N:38]([CH2:41][C:42](O)=[O:43])[CH2:37][CH2:36]3)=[O:34])[C@@:14]([C:26]3[CH:31]=[CH:30][C:29]([Cl:32])=[CH:28][CH:27]=3)([CH3:25])[C@@:15]([C:18]3[CH:23]=[CH:22][C:21]([Cl:24])=[CH:20][CH:19]=3)([CH3:17])[N:16]=2)=[C:8]([O:45][CH2:46][CH3:47])[CH:7]=1)([CH3:5])([CH3:4])[CH3:3].[CH:48]([NH:51][CH3:52])([CH3:50])[CH3:49]. (6) Given the product [CH3:8][S:9]([C:12]1[CH:13]=[CH:14][C:15]([O:16][C:17]2[C:31]([CH:32]3[CH2:36][CH2:35][CH2:34][N:33]3[C:1](=[O:3])[CH3:2])=[CH:30][C:20]3[NH:21][C:22]([C:24]4[CH:29]=[CH:28][CH:27]=[CH:26][N:25]=4)=[N:23][C:19]=3[CH:18]=2)=[CH:37][CH:38]=1)(=[O:10])=[O:11], predict the reactants needed to synthesize it. The reactants are: [C:1](OC(=O)C)(=[O:3])[CH3:2].[CH3:8][S:9]([C:12]1[CH:38]=[CH:37][C:15]([O:16][C:17]2[C:31]([CH:32]3[CH2:36][CH2:35][CH2:34][NH:33]3)=[CH:30][C:20]3[NH:21][C:22]([C:24]4[CH:29]=[CH:28][CH:27]=[CH:26][N:25]=4)=[N:23][C:19]=3[CH:18]=2)=[CH:14][CH:13]=1)(=[O:11])=[O:10]. (7) Given the product [F:12][C:13]1[C:25]2[CH2:24][C:23]3[C:18](=[CH:19][CH:20]=[CH:21][C:22]=3[F:26])[C:17]=2[CH:16]=[CH:15][C:14]=1[B:27]([OH:30])[OH:28], predict the reactants needed to synthesize it. The reactants are: C([Li])CCC.CC(C)([O-])C.[K+].[F:12][C:13]1[C:25]2[CH2:24][C:23]3[C:18](=[CH:19][CH:20]=[CH:21][C:22]=3[F:26])[C:17]=2[CH:16]=[CH:15][CH:14]=1.[B:27](OC)([O:30]C)[O:28]C.Cl.